Dataset: Full USPTO retrosynthesis dataset with 1.9M reactions from patents (1976-2016). Task: Predict the reactants needed to synthesize the given product. Given the product [C:1]([NH:4][C:5]1[C:14]([Cl:15])=[CH:13][C:8]([C:9]([O:11][CH3:12])=[O:10])=[C:7]2[C:6]=1[CH:19]=[CH:18][CH2:17][O:16]2)(=[O:3])[CH3:2], predict the reactants needed to synthesize it. The reactants are: [C:1]([NH:4][C:5]1[C:14]([Cl:15])=[CH:13][C:8]([C:9]([O:11][CH3:12])=[O:10])=[C:7]([O:16][CH2:17][C:18]#[CH:19])[CH:6]=1)(=[O:3])[CH3:2].C1C=CC(C2C=CC=CC=2)=CC=1.C1C=CC(OC2C=CC=CC=2)=CC=1.